Dataset: Reaction yield outcomes from USPTO patents with 853,638 reactions. Task: Predict the reaction yield, written as a fraction of the theoretical maximum amount of product (1.0 means a 100% yield; for example, 0.34 means a 34% yield). The reactants are [CH:1]1([C:4]2[NH:8][C:7]3[CH:9]=[C:10]([C:22]4[C:23]([CH3:28])=[N:24][O:25][C:26]=4[CH3:27])[CH:11]=[C:12]([C:13]4[C:14]([O:20]C)=[N:15][CH:16]=[CH:17][C:18]=4[CH3:19])[C:6]=3[N:5]=2)[CH2:3][CH2:2]1.[C:29]([OH:35])([C:31]([F:34])([F:33])[F:32])=[O:30]. No catalyst specified. The product is [F:32][C:31]([F:34])([F:33])[C:29]([OH:35])=[O:30].[CH:1]1([C:4]2[NH:8][C:7]3[CH:9]=[C:10]([C:22]4[C:23]([CH3:28])=[N:24][O:25][C:26]=4[CH3:27])[CH:11]=[C:12]([C:13]4[C:14]([OH:20])=[N:15][CH:16]=[CH:17][C:18]=4[CH3:19])[C:6]=3[N:5]=2)[CH2:2][CH2:3]1. The yield is 0.000500.